Dataset: Forward reaction prediction with 1.9M reactions from USPTO patents (1976-2016). Task: Predict the product of the given reaction. (1) The product is: [O:3]1[C:7]2[CH:8]=[CH:9][CH:10]=[C:11]([CH:12]3[CH2:17][CH2:16][N:15]([CH2:18][CH2:19][C@H:20]4[CH2:21][CH2:22][C@H:23]([NH:26][C:33](=[O:34])[CH2:32][C@H:28]5[CH2:29][CH2:30][CH2:31][O:27]5)[CH2:24][CH2:25]4)[CH2:14][CH2:13]3)[C:6]=2[CH2:5][CH2:4]1. Given the reactants Cl.Cl.[O:3]1[C:7]2[CH:8]=[CH:9][CH:10]=[C:11]([CH:12]3[CH2:17][CH2:16][N:15]([CH2:18][CH2:19][C@H:20]4[CH2:25][CH2:24][C@H:23]([NH2:26])[CH2:22][CH2:21]4)[CH2:14][CH2:13]3)[C:6]=2[CH2:5][CH2:4]1.[O:27]1[CH2:31][CH2:30][CH2:29][C@@H:28]1[CH2:32][C:33](O)=[O:34], predict the reaction product. (2) Given the reactants Br[CH:2]([CH3:4])[CH3:3].Cl.[CH2:6]([O:13][C:14]1[CH:19]=[CH:18][N:17]([C:20]2[CH:28]=[C:27]3[C:23]([C:24]4[CH2:33][CH2:32][NH:31][CH2:30][C:25]=4[N:26]3[CH3:29])=[CH:22][CH:21]=2)[C:16](=[O:34])[CH:15]=1)[C:7]1[CH:12]=[CH:11][CH:10]=[CH:9][CH:8]=1.C([O-])([O-])=O.[Cs+].[Cs+], predict the reaction product. The product is: [CH2:6]([O:13][C:14]1[CH:19]=[CH:18][N:17]([C:20]2[CH:28]=[C:27]3[C:23]([C:24]4[CH2:33][CH2:32][N:31]([CH:2]([CH3:4])[CH3:3])[CH2:30][C:25]=4[N:26]3[CH3:29])=[CH:22][CH:21]=2)[C:16](=[O:34])[CH:15]=1)[C:7]1[CH:8]=[CH:9][CH:10]=[CH:11][CH:12]=1.